Dataset: Forward reaction prediction with 1.9M reactions from USPTO patents (1976-2016). Task: Predict the product of the given reaction. (1) Given the reactants [CH3:1]N(N=O)C(N[N+]([O-])=O)=N.C(OCC)C.[OH-].[Na+].[S:18]1[C:22]2[CH:23]=[C:24]([C:27]([OH:29])=[O:28])[CH:25]=[CH:26][C:21]=2[N:20]=[CH:19]1, predict the reaction product. The product is: [CH3:1][O:28][C:27]([C:24]1[CH:25]=[CH:26][C:21]2[N:20]=[CH:19][S:18][C:22]=2[CH:23]=1)=[O:29]. (2) Given the reactants [OH:1][C:2]1[CH:7]=[CH:6][C:5]([C:8](=[O:28])[CH2:9][NH:10][C:11]([C@@:13]2([CH3:27])[CH2:17][O:16][C:15]([CH3:19])([CH3:18])[N:14]2[C:20]([O:22][C:23]([CH3:26])([CH3:25])[CH3:24])=[O:21])=[O:12])=[CH:4][C:3]=1[C:29]([F:32])([F:31])[F:30].[CH2:33]([O:41][CH2:42][CH2:43]O)[CH2:34][C:35]1[CH:40]=[CH:39][CH:38]=[CH:37][CH:36]=1.C1C=CC(P(C2C=CC=CC=2)C2C=CC=CC=2)=CC=1.CC(OC(/N=N/C(OC(C)C)=O)=O)C, predict the reaction product. The product is: [CH3:18][C:15]1([CH3:19])[N:14]([C:20]([O:22][C:23]([CH3:24])([CH3:25])[CH3:26])=[O:21])[C@@:13]([CH3:27])([C:11](=[O:12])[NH:10][CH2:9][C:8](=[O:28])[C:5]2[CH:6]=[CH:7][C:2]([O:1][CH2:43][CH2:42][O:41][CH2:33][CH2:34][C:35]3[CH:40]=[CH:39][CH:38]=[CH:37][CH:36]=3)=[C:3]([C:29]([F:31])([F:32])[F:30])[CH:4]=2)[CH2:17][O:16]1. (3) Given the reactants [CH3:1][O:2][C:3](=[O:10])[CH2:4][C:5](=[CH2:9])[C:6]([OH:8])=[O:7], predict the reaction product. The product is: [CH3:1][O:2][C:3](=[O:10])[CH2:4][CH:5]([CH3:9])[C:6]([OH:8])=[O:7]. (4) Given the reactants [Cl:1][C:2]1[CH:7]=[CH:6][C:5]([CH:8]2[CH2:16][CH2:15][CH2:14][C:13]3[C:9]2=[CH:10][N:11](S(C2C=CC(C)=CC=2)(=O)=O)[N:12]=3)=[CH:4][CH:3]=1.[OH-].[K+], predict the reaction product. The product is: [Cl:1][C:2]1[CH:3]=[CH:4][C:5]([CH:8]2[CH2:16][CH2:15][CH2:14][C:13]3[C:9]2=[CH:10][NH:11][N:12]=3)=[CH:6][CH:7]=1. (5) The product is: [Br:16][CH2:1][C:2]1[CH:15]=[CH:14][C:5]([C:6]([C:8]2[CH:13]=[CH:12][CH:11]=[CH:10][CH:9]=2)=[O:7])=[CH:4][CH:3]=1. Given the reactants [CH3:1][C:2]1[CH:15]=[CH:14][C:5]([C:6]([C:8]2[CH:13]=[CH:12][CH:11]=[CH:10][CH:9]=2)=[O:7])=[CH:4][CH:3]=1.[Br:16]N1C(=O)CCC1=O.C(OOC(=O)C1C=CC=CC=1)(=O)C1C=CC=CC=1, predict the reaction product. (6) Given the reactants [CH3:1][O:2][C:3]1[CH:4]=[C:5]2[C:10](=[CH:11][C:12]=1[O:13][CH3:14])[N:9]=[CH:8][CH:7]=[C:6]2[O:15][C:16]1[CH:22]=[CH:21][C:19]([NH2:20])=[C:18]([CH3:23])[C:17]=1[CH3:24].C1(C)C=CC=CC=1.C(N(CC)CC)C.Cl[C:40](Cl)([O:42][C:43](=[O:49])OC(Cl)(Cl)Cl)Cl.[F:51][C:52]([F:63])([F:62])[C:53]1[CH:54]=[C:55]([CH:59]=[CH:60][CH:61]=1)[CH2:56]CO, predict the reaction product. The product is: [CH3:1][O:2][C:3]1[CH:4]=[C:5]2[C:10](=[CH:11][C:12]=1[O:13][CH3:14])[N:9]=[CH:8][CH:7]=[C:6]2[O:15][C:16]1[CH:22]=[CH:21][C:19]([NH:20][C:43](=[O:49])[O:42][CH2:40][CH2:56][C:55]2[CH:59]=[CH:60][CH:61]=[C:53]([C:52]([F:51])([F:62])[F:63])[CH:54]=2)=[C:18]([CH3:23])[C:17]=1[CH3:24]. (7) Given the reactants [Cl:1][C:2]1[CH:3]=[C:4]([NH:19][C:20]2[C:30]3[CH:29]=[C:28]([C:31](O)=[O:32])[CH2:27][CH2:26][NH:25][C:24]=3[N:23]=[CH:22][N:21]=2)[CH:5]=[CH:6][C:7]=1[O:8][C:9]1[CH:14]=[CH:13][CH:12]=[C:11]([C:15]([F:18])([F:17])[F:16])[CH:10]=1.[NH2:34][CH2:35][CH2:36][CH2:37][N:38]1[CH:42]=[CH:41][N:40]=[CH:39]1.ON1C2C=CC=CC=2N=N1.Cl.C(N=C=NCCCN(C)C)C, predict the reaction product. The product is: [Cl:1][C:2]1[CH:3]=[C:4]([NH:19][C:20]2[C:30]3[CH:29]=[C:28]([C:31]([NH:34][CH2:35][CH2:36][CH2:37][N:38]4[CH:42]=[CH:41][N:40]=[CH:39]4)=[O:32])[CH2:27][CH2:26][NH:25][C:24]=3[N:23]=[CH:22][N:21]=2)[CH:5]=[CH:6][C:7]=1[O:8][C:9]1[CH:14]=[CH:13][CH:12]=[C:11]([C:15]([F:17])([F:18])[F:16])[CH:10]=1. (8) Given the reactants [CH2:1]([C:4]1[CH:9]=[CH:8][CH:7]=[CH:6][CH:5]=1)[CH:2]=[CH2:3].[CH:10]([O:12][C:13]1[CH:18]=[CH:17][C:16]([O:19]C)=[CH:15][CH:14]=1)=C, predict the reaction product. The product is: [CH3:10][O:12][C:13]1[CH:18]=[CH:17][C:16]([O:19]/[CH:3]=[CH:2]\[CH2:1][C:4]2[CH:9]=[CH:8][CH:7]=[CH:6][CH:5]=2)=[CH:15][CH:14]=1. (9) Given the reactants [N:1]1[C:10]2[C:5](=[CH:6][CH:7]=[CH:8][CH:9]=2)[C:4]([C:11]([NH:13][C@H:14]2[CH2:19][CH2:18][C@H:17]([CH2:20][C:21](O)=[O:22])[CH2:16][CH2:15]2)=[O:12])=[CH:3][CH:2]=1.C(Cl)(=O)C(Cl)=O.[CH2:30]([SH:32])[CH3:31].C([Li])CCC.C([O-])(O)=O.[Na+], predict the reaction product. The product is: [CH2:30]([S:32][C:21](=[O:22])[CH2:20][C@H:17]1[CH2:16][CH2:15][C@H:14]([NH:13][C:11]([C:4]2[C:5]3[C:10](=[CH:9][CH:8]=[CH:7][CH:6]=3)[N:1]=[CH:2][CH:3]=2)=[O:12])[CH2:19][CH2:18]1)[CH3:31].